From a dataset of Full USPTO retrosynthesis dataset with 1.9M reactions from patents (1976-2016). Predict the reactants needed to synthesize the given product. (1) Given the product [Cl:1][C:2]1[CH:9]=[C:8]([Cl:10])[CH:7]=[C:6]([OH:11])[C:3]=1[C:4]([O:20][CH3:19])=[O:5], predict the reactants needed to synthesize it. The reactants are: [Cl:1][C:2]1[CH:9]=[C:8]([Cl:10])[CH:7]=[C:6]([OH:11])[C:3]=1[CH:4]=[O:5].Cl(O)(=O)(=O)=O.OO.[CH3:19][OH:20]. (2) Given the product [CH2:12]([O:11][C:9]([C:8]1[C:4]([CH:1]2[CH2:2][CH2:3]2)=[N:5][N:6]([CH2:15][C:16]2[CH:17]=[CH:18][C:19]([CH2:20][N:21]3[CH:25]=[C:24]([CH3:26])[CH:23]=[N:22]3)=[CH:27][CH:28]=2)[CH:7]=1)=[O:10])[CH3:13], predict the reactants needed to synthesize it. The reactants are: [CH:1]1([C:4]2[C:8]([C:9]([O:11][CH2:12][CH3:13])=[O:10])=[CH:7][NH:6][N:5]=2)[CH2:3][CH2:2]1.Br[CH2:15][C:16]1[CH:28]=[CH:27][C:19]([CH2:20][N:21]2[CH:25]=[C:24]([CH3:26])[CH:23]=[N:22]2)=[CH:18][CH:17]=1.C(=O)([O-])[O-].[K+].[K+]. (3) The reactants are: I[CH3:2].[F:3][C:4]1[C:9]([F:10])=[CH:8][CH:7]=[CH:6][C:5]=1[C@H:11]1[CH2:17][N:16]2[C:18]([CH:21]([OH:23])[CH3:22])=[CH:19][N:20]=[C:15]2[C@H:14]([NH:24][C:25](=[O:31])[O:26][C:27]([CH3:30])([CH3:29])[CH3:28])[CH2:13][CH2:12]1.[H-].[Na+]. Given the product [F:3][C:4]1[C:9]([F:10])=[CH:8][CH:7]=[CH:6][C:5]=1[C@H:11]1[CH2:17][N:16]2[C:18]([CH:21]([O:23][CH3:2])[CH3:22])=[CH:19][N:20]=[C:15]2[C@H:14]([NH:24][C:25](=[O:31])[O:26][C:27]([CH3:30])([CH3:29])[CH3:28])[CH2:13][CH2:12]1, predict the reactants needed to synthesize it. (4) The reactants are: Cl[C:2]1C=CC=C(C(OO)=O)[CH:3]=1.C(S[C:15]1[C:16]([C:21]([NH:23][C:24]2[CH:29]=[CH:28][C:27]([C:30]([O:37][CH3:38])([O:35][CH3:36])[C:31]([F:34])([F:33])[F:32])=[CH:26][CH:25]=2)=[O:22])=[N:17][CH:18]=[CH:19][CH:20]=1)C.C(=O)(O)[O-].[Na+].[S:44]([O-:48])([O-])(=[O:46])=S.[Na+].[Na+]. Given the product [CH2:2]([S:44]([C:15]1[C:16]([C:21]([NH:23][C:24]2[CH:29]=[CH:28][C:27]([C:30]([O:37][CH3:38])([O:35][CH3:36])[C:31]([F:34])([F:32])[F:33])=[CH:26][CH:25]=2)=[O:22])=[N:17][CH:18]=[CH:19][CH:20]=1)(=[O:48])=[O:46])[CH3:3], predict the reactants needed to synthesize it. (5) Given the product [NH:1]1[CH:5]=[CH:4][C:3]([C:6]([NH:31][CH2:30][CH2:29][C:28]([O:27][CH2:20][C:21]2[CH:26]=[CH:25][CH:24]=[CH:23][CH:22]=2)=[O:32])=[O:8])=[CH:2]1, predict the reactants needed to synthesize it. The reactants are: [NH:1]1[CH:5]=[CH:4][C:3]([C:6]([OH:8])=O)=[CH:2]1.C1(C)C=CC(S(O)(=O)=O)=CC=1.[CH2:20]([O:27][C:28](=[O:32])[CH2:29][CH2:30][NH2:31])[C:21]1[CH:26]=[CH:25][CH:24]=[CH:23][CH:22]=1.P(C#N)(=O)(OCC)OCC.C(N(CC)CC)C. (6) Given the product [CH3:1][O:2][C:3]1[CH:8]=[CH:7][CH:6]=[CH:5][C:4]=1[CH:9]([OH:11])[CH3:10], predict the reactants needed to synthesize it. The reactants are: [CH3:1][O:2][C:3]1[CH:8]=[CH:7][CH:6]=[CH:5][C:4]=1[C:9](=[O:11])[CH3:10].[OH-].[K+]. (7) Given the product [Cl:16][C:6]1[C:7]2[N:8]([CH:10]=[CH:11][CH:12]=2)[CH:9]=[C:4]([CH:1]([CH3:3])[CH3:2])[N:5]=1, predict the reactants needed to synthesize it. The reactants are: [CH:1]([C:4]1[NH:5][C:6](=O)[C:7]2[N:8]([CH:10]=[CH:11][CH:12]=2)[CH:9]=1)([CH3:3])[CH3:2].O=P(Cl)(Cl)[Cl:16]. (8) Given the product [Br:1][C:2]1[CH:3]=[C:4]([F:12])[C:5]([C:6]([O:8][CH3:13])=[O:7])=[C:9]([F:11])[CH:10]=1, predict the reactants needed to synthesize it. The reactants are: [Br:1][C:2]1[CH:10]=[C:9]([F:11])[C:5]([C:6]([OH:8])=[O:7])=[C:4]([F:12])[CH:3]=1.[CH3:13][Si](C=[N+]=[N-])(C)C. (9) Given the product [O:43]1[CH2:44][CH2:45][O:46][CH2:47][C@@H:42]1[CH2:41][N:1]1[C:9]2[C:4](=[CH:5][CH:6]=[CH:7][CH:8]=2)[C:3]2([C:13]3=[CH:14][C:15]4[O:19][CH2:18][O:17][C:16]=4[CH:20]=[C:12]3[O:11][CH2:10]2)[C:2]1=[O:21], predict the reactants needed to synthesize it. The reactants are: [NH:1]1[C:9]2[C:4](=[CH:5][CH:6]=[CH:7][CH:8]=2)[C:3]2([C:13]3=[CH:14][C:15]4[O:19][CH2:18][O:17][C:16]=4[CH:20]=[C:12]3[O:11][CH2:10]2)[C:2]1=[O:21].C(=O)([O-])[O-].[Cs+].[Cs+].[I-].[K+].CC1C=CC(S(O[CH2:41][C@H:42]2[CH2:47][O:46][CH2:45][CH2:44][O:43]2)(=O)=O)=CC=1. (10) Given the product [C:1]([O:5][CH:6]1[CH:8]([C:9]2[CH:14]=[CH:13][C:12]([CH3:15])=[CH:11][N:10]=2)[CH:7]1[CH2:16][O:17][C:18]1[N:23]=[C:22]([CH3:24])[N:21]=[C:20]([NH:25][CH2:33][C:34]2[S:35][C:36]([CH3:39])=[N:37][N:38]=2)[CH:19]=1)([CH3:4])([CH3:3])[CH3:2], predict the reactants needed to synthesize it. The reactants are: [C:1]([O:5][CH:6]1[CH:8]([C:9]2[CH:14]=[CH:13][C:12]([CH3:15])=[CH:11][N:10]=2)[CH:7]1[CH2:16][O:17][C:18]1[N:23]=[C:22]([CH3:24])[N:21]=[C:20]([N:25]([CH2:33][C:34]2[S:35][C:36]([CH3:39])=[N:37][N:38]=2)C(=O)OC(C)(C)C)[CH:19]=1)([CH3:4])([CH3:3])[CH3:2].